Dataset: Full USPTO retrosynthesis dataset with 1.9M reactions from patents (1976-2016). Task: Predict the reactants needed to synthesize the given product. (1) The reactants are: [Br:1][C:2]1[C:10]([CH3:11])=[CH:9][C:5]([C:6]([NH2:8])=O)=[C:4]([F:12])[CH:3]=1.C([O-])(O)=O.[Na+]. Given the product [Br:1][C:2]1[C:10]([CH3:11])=[CH:9][C:5]([CH2:6][NH2:8])=[C:4]([F:12])[CH:3]=1, predict the reactants needed to synthesize it. (2) Given the product [NH:1]1[C:9]2[CH:8]=[CH:7][CH:6]=[C:5]([C:13]([O:14][CH3:20])=[O:16])[C:4]=2[CH:3]=[CH:2]1, predict the reactants needed to synthesize it. The reactants are: [NH:1]1[C:9]2[C:4](=[CH:5][C:6](C(O)=O)=[CH:7][CH:8]=2)[CH:3]=[CH:2]1.[C:13](=[O:16])([O-])[OH:14].[Na+].CI.[CH3:20]N(C=O)C. (3) Given the product [CH:25](/[C:23]1[CH:22]=[N:21][C:20]2[C:19]([CH:24]=1)=[C:10]1[CH:11]=[CH:12][CH:13]=[CH:14][C:9]1=[N:8][C:33]=2[NH2:34])=[CH:26]\[C:27]1[CH:32]=[CH:31][CH:30]=[CH:29][CH:28]=1, predict the reactants needed to synthesize it. The reactants are: C(OC([NH:8][C:9]1[CH:14]=[CH:13][CH:12]=[CH:11][C:10]=1B(O)O)=O)(C)(C)C.Cl[C:19]1[C:20]([C:33]#[N:34])=[N:21][CH:22]=[C:23](/[CH:25]=[CH:26]/[C:27]2[CH:32]=[CH:31][CH:30]=[CH:29][CH:28]=2)[CH:24]=1.C(=O)([O-])[O-].[Na+].[Na+]. (4) Given the product [Br:2][C:3]1[C:11]([F:12])=[CH:10][C:6]([C:7]([OH:9])=[O:8])=[C:5]2[C:4]=1[C:16]([CH3:15])=[C:17]([CH3:18])[NH:13]2, predict the reactants needed to synthesize it. The reactants are: Cl.[Br:2][C:3]1[C:11]([F:12])=[CH:10][C:6]([C:7]([OH:9])=[O:8])=[C:5]([NH:13]N)[CH:4]=1.[CH3:15][C:16](=O)[CH2:17][CH3:18].